This data is from Reaction yield outcomes from USPTO patents with 853,638 reactions. The task is: Predict the reaction yield, written as a fraction of the theoretical maximum amount of product (1.0 means a 100% yield; for example, 0.34 means a 34% yield). (1) The reactants are [CH:1]1([NH2:7])[CH2:6][CH2:5][CH2:4][CH2:3][CH2:2]1.C[Al](C)C.C1(C)C=CC=CC=1.[CH3:19][C:20]1([C:35](OCC)=[O:36])[CH2:25][CH2:24][CH2:23][N:22]([S:26]([C:29]2[CH:34]=[CH:33][CH:32]=[CH:31][CH:30]=2)(=[O:28])=[O:27])[CH2:21]1. The catalyst is C(Cl)Cl. The product is [CH:1]1([NH:7][C:35]([C:20]2([CH3:19])[CH2:25][CH2:24][CH2:23][N:22]([S:26]([C:29]3[CH:34]=[CH:33][CH:32]=[CH:31][CH:30]=3)(=[O:27])=[O:28])[CH2:21]2)=[O:36])[CH2:6][CH2:5][CH2:4][CH2:3][CH2:2]1. The yield is 0.0320. (2) The reactants are [CH:1]1([C:6]2[N:11]=[C:10]([CH2:12][C:13]3[CH:18]=[CH:17][C:16]([CH2:19][C:20](O)=[O:21])=[CH:15][CH:14]=3)[CH:9]=[C:8]([C:23]([F:26])([F:25])[F:24])[N:7]=2)[CH2:5][CH2:4][CH2:3][CH2:2]1.C(Cl)CCl.C1C=CC2N(O)N=[N:37]C=2C=1.N.CO. The catalyst is CN(C=O)C.C(OCC)(=O)C. The product is [CH:1]1([C:6]2[N:11]=[C:10]([CH2:12][C:13]3[CH:14]=[CH:15][C:16]([CH2:19][C:20]([NH2:37])=[O:21])=[CH:17][CH:18]=3)[CH:9]=[C:8]([C:23]([F:26])([F:24])[F:25])[N:7]=2)[CH2:2][CH2:3][CH2:4][CH2:5]1. The yield is 0.790. (3) The reactants are [CH3:1][C@@H:2]([C@@H:8]1[C@@:12]2([CH3:27])[CH2:13][CH2:14][C@@H:15]3[C@@:20]4([CH3:26])[CH2:21][CH2:22][C@@H:23]([OH:25])[CH2:24][C@H:19]4[CH2:18][CH2:17][C@H:16]3[C@@H:11]2[CH2:10][CH2:9]1)[CH2:3][CH2:4][C:5](O)=[O:6].C(OC(Cl)=O)C(C)C.C(N(CC)CC)C.[CH2:43]([NH:61][CH2:62][CH2:63][CH2:64][CH2:65][CH2:66][CH2:67][CH2:68][CH2:69][CH2:70][CH2:71][CH2:72][CH2:73][CH2:74][CH2:75][CH2:76][CH2:77][CH2:78][CH3:79])[CH2:44][CH2:45][CH2:46][CH2:47][CH2:48][CH2:49][CH2:50][CH2:51][CH2:52][CH2:53][CH2:54][CH2:55][CH2:56][CH2:57][CH2:58][CH2:59][CH3:60]. The catalyst is O1CCCC1. The product is [CH2:62]([N:61]([CH2:43][CH2:44][CH2:45][CH2:46][CH2:47][CH2:48][CH2:49][CH2:50][CH2:51][CH2:52][CH2:53][CH2:54][CH2:55][CH2:56][CH2:57][CH2:58][CH2:59][CH3:60])[C:5](=[O:6])[CH2:4][CH2:3][CH:2]([CH:8]1[C:12]2([CH3:27])[CH:11]([CH:16]3[CH:15]([CH2:14][CH2:13]2)[C:20]2([CH3:26])[CH:19]([CH2:24][CH:23]([OH:25])[CH2:22][CH2:21]2)[CH2:18][CH2:17]3)[CH2:10][CH2:9]1)[CH3:1])[CH2:63][CH2:64][CH2:65][CH2:66][CH2:67][CH2:68][CH2:69][CH2:70][CH2:71][CH2:72][CH2:73][CH2:74][CH2:75][CH2:76][CH2:77][CH2:78][CH3:79]. The yield is 0.930. (4) The reactants are C1C=CC(P(C2C(C3C(P(C4C=CC=CC=4)C4C=CC=CC=4)=CC=C4C=3C=CC=C4)=C3C(C=CC=C3)=CC=2)C2C=CC=CC=2)=CC=1.[C:47]([O:51][C:52]([N:54]1[CH2:59][CH2:58][N:57]([C:60]2[C:65]([CH:66]3[CH2:68][CH2:67]3)=[C:64](Cl)[N:63]=[CH:62][N:61]=2)[CH2:56][CH2:55]1)=[O:53])([CH3:50])([CH3:49])[CH3:48].[C:70](=[NH:83])([C:77]1[CH:82]=[CH:81][CH:80]=[CH:79][CH:78]=1)[C:71]1[CH:76]=[CH:75][CH:74]=[CH:73][CH:72]=1.C1(C)C=CC=CC=1. The catalyst is CCOC(C)=O.CC([O-])=O.CC([O-])=O.[Pd+2]. The product is [C:47]([O:51][C:52]([N:54]1[CH2:59][CH2:58][N:57]([C:60]2[C:65]([CH:66]3[CH2:68][CH2:67]3)=[C:64]([N:83]=[C:70]([C:71]3[CH:76]=[CH:75][CH:74]=[CH:73][CH:72]=3)[C:77]3[CH:82]=[CH:81][CH:80]=[CH:79][CH:78]=3)[N:63]=[CH:62][N:61]=2)[CH2:56][CH2:55]1)=[O:53])([CH3:50])([CH3:49])[CH3:48]. The yield is 0.890. (5) The reactants are [CH2:1]([O:8][C:9]([N:11]1[CH2:15][CH:14]([OH:16])[CH2:13][N:12]1[C:17](=[O:26])[CH2:18][C:19]1[CH:24]=[CH:23][C:22]([F:25])=[CH:21][CH:20]=1)=[O:10])[C:2]1[CH:7]=[CH:6][CH:5]=[CH:4][CH:3]=1.Cl[C:28]([O:30][C:31]1[CH:36]=[CH:35][C:34]([N+:37]([O-:39])=[O:38])=[CH:33][CH:32]=1)=[O:29].N1C=CC=CC=1. The catalyst is ClCCl.O. The product is [CH2:1]([O:8][C:9]([N:11]1[CH2:15][CH:14]([O:16][C:28]([O:30][C:31]2[CH:32]=[CH:33][C:34]([N+:37]([O-:39])=[O:38])=[CH:35][CH:36]=2)=[O:29])[CH2:13][N:12]1[C:17](=[O:26])[CH2:18][C:19]1[CH:24]=[CH:23][C:22]([F:25])=[CH:21][CH:20]=1)=[O:10])[C:2]1[CH:7]=[CH:6][CH:5]=[CH:4][CH:3]=1. The yield is 0.860.